Dataset: hERG Central: cardiac toxicity at 1µM, 10µM, and general inhibition. Task: Predict hERG channel inhibition at various concentrations. (1) Results: hERG_inhib (hERG inhibition (general)): blocker. The molecule is CCOC(=O)N1CCN(CC(=O)Nc2cc(OCC)ccc2OCC)CC1.Cl. (2) The drug is COc1ccc(C(=O)C2CCCN(Cc3cccn3-c3cccnc3)C2)cc1OC. Results: hERG_inhib (hERG inhibition (general)): blocker. (3) The drug is CCc1ccccc1NC(=S)N1CCC(C(=O)c2ccc(F)cc2)CC1. Results: hERG_inhib (hERG inhibition (general)): blocker. (4) The compound is Br.Cc1ccccc1Cn1c(=N)n(CC(=O)c2ccco2)c2ccccc21. Results: hERG_inhib (hERG inhibition (general)): blocker. (5) The molecule is CC(C(=O)NCC(=O)Nc1ccc(F)c(F)c1F)N1CCN(Cc2ccc(C#N)cc2)CC1. Results: hERG_inhib (hERG inhibition (general)): blocker. (6) The compound is COc1ccc(/C=C/CN2CCCC(C(=O)c3cc(F)ccc3F)C2)cc1. Results: hERG_inhib (hERG inhibition (general)): blocker.